From a dataset of Forward reaction prediction with 1.9M reactions from USPTO patents (1976-2016). Predict the product of the given reaction. (1) Given the reactants Cl[C:2]1[C:11]2[C:6](=[CH:7][C:8]([F:15])=[C:9]([O:12][CH2:13][CH3:14])[CH:10]=2)[N:5]=[CH:4][C:3]=1[C:16]#[N:17].[Cl:18][C:19]1[CH:20]=[C:21]([NH2:32])[CH:22]=[CH:23][C:24]=1[S:25][C:26]1[N:27]([CH3:31])[CH:28]=[CH:29][N:30]=1.Cl.N1C=CC=CC=1, predict the reaction product. The product is: [Cl:18][C:19]1[CH:20]=[C:21]([NH:32][C:2]2[C:11]3[C:6](=[CH:7][C:8]([F:15])=[C:9]([O:12][CH2:13][CH3:14])[CH:10]=3)[N:5]=[CH:4][C:3]=2[C:16]#[N:17])[CH:22]=[CH:23][C:24]=1[S:25][C:26]1[N:27]([CH3:31])[CH:28]=[CH:29][N:30]=1. (2) The product is: [C:41]([O:45][C:46](=[O:49])[CH2:47][O:1][C:2]1[CH:3]=[CH:4][C:5]([CH2:6][CH:7]2[S:11][C:10](=[O:12])[N:9]([C:13]([C:26]3[CH:27]=[CH:28][CH:29]=[CH:30][CH:31]=3)([C:14]3[CH:19]=[CH:18][CH:17]=[CH:16][CH:15]=3)[C:20]3[CH:25]=[CH:24][CH:23]=[CH:22][CH:21]=3)[C:8]2=[O:32])=[CH:33][CH:34]=1)([CH3:44])([CH3:43])[CH3:42]. Given the reactants [OH:1][C:2]1[CH:34]=[CH:33][C:5]([CH2:6][CH:7]2[S:11][C:10](=[O:12])[N:9]([C:13]([C:26]3[CH:31]=[CH:30][CH:29]=[CH:28][CH:27]=3)([C:20]3[CH:25]=[CH:24][CH:23]=[CH:22][CH:21]=3)[C:14]3[CH:19]=[CH:18][CH:17]=[CH:16][CH:15]=3)[C:8]2=[O:32])=[CH:4][CH:3]=1.C(=O)([O-])[O-].[Cs+].[Cs+].[C:41]([O:45][C:46](=[O:49])[CH2:47]Br)([CH3:44])([CH3:43])[CH3:42].O, predict the reaction product. (3) Given the reactants [Cl:1][C:2]1[CH:7]=[C:6]([F:8])[CH:5]=[CH:4][C:3]=1[N:9]1[CH2:14][CH2:13][N:12]([C:15]([C:17]2[CH:22]=[CH:21][CH:20]=[C:19]([C:23](F)(F)F)[C:18]=2[Cl:27])=[O:16])[CH2:11][C:10]1=[O:28].ClC1C(C)=CC=CC=1C(O)=O, predict the reaction product. The product is: [Cl:1][C:2]1[CH:7]=[C:6]([F:8])[CH:5]=[CH:4][C:3]=1[N:9]1[CH2:14][CH2:13][N:12]([C:15]([C:17]2[CH:22]=[CH:21][CH:20]=[C:19]([CH3:23])[C:18]=2[Cl:27])=[O:16])[CH2:11][C:10]1=[O:28]. (4) Given the reactants Cl.[CH3:2][O:3][C:4]1[C:9]([C:10](Cl)=[O:11])=[C:8]([CH3:13])[N:7]=[C:6]([O:14][CH3:15])[CH:5]=1.[OH-].[NH4+:17], predict the reaction product. The product is: [CH3:2][O:3][C:4]1[C:9]([C:10]([NH2:17])=[O:11])=[C:8]([CH3:13])[N:7]=[C:6]([O:14][CH3:15])[CH:5]=1. (5) Given the reactants [NH2:1][C:2]1[CH:10]=[CH:9][C:5]([C:6]([OH:8])=O)=[CH:4][C:3]=1[O:11][C:12]([F:15])([F:14])[F:13].ClCCl.CCN(C(C)C)C(C)C.[CH3:28][N:29]1[CH2:34][CH2:33][CH:32]([NH2:35])[CH2:31][CH2:30]1, predict the reaction product. The product is: [NH2:1][C:2]1[CH:10]=[CH:9][C:5]([C:6]([NH:35][CH:32]2[CH2:33][CH2:34][N:29]([CH3:28])[CH2:30][CH2:31]2)=[O:8])=[CH:4][C:3]=1[O:11][C:12]([F:15])([F:14])[F:13]. (6) Given the reactants [C:1]([C:5]1[C:10]([F:11])=[C:9]([S:12][CH3:13])[N:8]=[C:7]([C:14]2[C:22]3[C:17](=[N:18][CH:19]=[C:20]([Cl:23])[CH:21]=3)[NH:16][CH:15]=2)[N:6]=1)([CH3:4])([CH3:3])[CH3:2].C1C=C(Cl)C=C(C(OO)=[O:32])C=1, predict the reaction product. The product is: [C:1]([C:5]1[C:10]([F:11])=[C:9]([S:12]([CH3:13])=[O:32])[N:8]=[C:7]([C:14]2[C:22]3[C:17](=[N:18][CH:19]=[C:20]([Cl:23])[CH:21]=3)[NH:16][CH:15]=2)[N:6]=1)([CH3:4])([CH3:2])[CH3:3]. (7) The product is: [CH:1]1([C:4]2[N:8]([CH2:9][C:10]3[C:11]([F:20])=[CH:12][C:13]([O:17][CH2:18][CH3:19])=[CH:14][C:15]=3[F:16])[N:7]=[C:6]([C:21]3[N:26]=[C:25]([NH:27][C:28]4[CH:33]=[CH:32][N:31]=[CH:30][CH:29]=4)[C:24]([O:34][CH2:35][CH2:36][CH2:37][S:38]([CH3:40])(=[O:39])=[N:46][C:44](=[O:45])[C:43]([F:48])([F:47])[F:42])=[CH:23][N:22]=3)[C:5]=2[CH3:41])[CH2:3][CH2:2]1. Given the reactants [CH:1]1([C:4]2[N:8]([CH2:9][C:10]3[C:15]([F:16])=[CH:14][C:13]([O:17][CH2:18][CH3:19])=[CH:12][C:11]=3[F:20])[N:7]=[C:6]([C:21]3[N:26]=[C:25]([NH:27][C:28]4[CH:33]=[CH:32][N:31]=[CH:30][CH:29]=4)[C:24]([O:34][CH2:35][CH2:36][CH2:37][S:38]([CH3:40])=[O:39])=[CH:23][N:22]=3)[C:5]=2[CH3:41])[CH2:3][CH2:2]1.[F:42][C:43]([F:48])([F:47])[C:44]([NH2:46])=[O:45].C(O)(=O)C.C(O)(=O)C.IC1C=CC=CC=1.[O-2].[Mg+2], predict the reaction product. (8) The product is: [C:46]([O:45][C:43]([N:37]1[C@H:38]([CH2:41][N:23]2[C:22]([C:20]([O:19][CH2:17][CH3:18])=[O:21])=[CH:26][C:25]([CH2:27][O:28][C:29]3[CH:34]=[CH:33][CH:32]=[CH:31][CH:30]=3)=[N:24]2)[CH2:39][O:40][C:36]1([CH3:35])[CH3:50])=[O:44])([CH3:49])([CH3:47])[CH3:48]. Given the reactants N(C(OC(C)(C)C)=O)=NC(OC(C)(C)C)=O.[CH2:17]([O:19][C:20]([C:22]1[NH:23][N:24]=[C:25]([CH2:27][O:28][C:29]2[CH:34]=[CH:33][CH:32]=[CH:31][CH:30]=2)[CH:26]=1)=[O:21])[CH3:18].[CH3:35][C:36]1([CH3:50])[O:40][CH2:39][C@@H:38]([CH2:41]O)[N:37]1[C:43]([O:45][C:46]([CH3:49])([CH3:48])[CH3:47])=[O:44].C1(P(C2C=CC=CC=2)C2C=CC=CC=2)C=CC=CC=1, predict the reaction product.